Task: Predict the reaction yield, written as a fraction of the theoretical maximum amount of product (1.0 means a 100% yield; for example, 0.34 means a 34% yield).. Dataset: Reaction yield outcomes from USPTO patents with 853,638 reactions (1) The product is [CH2:1]([N:8]1[CH2:12][CH2:11][CH2:10][CH:9]1[CH2:13][N:14]1[C:18]2=[N:19][CH:20]=[CH:21][CH:22]=[C:17]2[C:16]([S:30]([C:26]2[CH:27]=[CH:28][CH:29]=[C:24]([Cl:23])[CH:25]=2)(=[O:32])=[O:31])=[CH:15]1)[C:2]1[CH:7]=[CH:6][CH:5]=[CH:4][CH:3]=1. The yield is 0.270. The catalyst is [N+](C1C=CC=CC=1)([O-])=O.FC(F)(F)S([O-])(=O)=O.[Ag+]. The reactants are [CH2:1]([N:8]1[CH2:12][CH2:11][CH2:10][CH:9]1[CH2:13][N:14]1[C:18]2=[N:19][CH:20]=[CH:21][CH:22]=[C:17]2[CH:16]=[CH:15]1)[C:2]1[CH:7]=[CH:6][CH:5]=[CH:4][CH:3]=1.[Cl:23][C:24]1[CH:25]=[C:26]([S:30](Cl)(=[O:32])=[O:31])[CH:27]=[CH:28][CH:29]=1. (2) The reactants are [CH:1]1[C:14]2[C:15]3=[C:16]4[C:11](=[CH:12][CH:13]=2)[CH:10]=[CH:9][CH:8]=[C:7]4[CH:6]=[CH:5][C:4]3=[CH:3][CH:2]=1.[C:17](Cl)([CH3:20])([CH3:19])[CH3:18].[Cl-].[Al+3].[Cl-].[Cl-]. The catalyst is ClCCl. The product is [C:17]([C:9]1[CH:10]=[C:11]2[C:16]3=[C:15]4[C:4]([CH:3]=[CH:2][CH:1]=[C:14]4[CH:13]=[CH:12]2)=[CH:5][CH:6]=[C:7]3[CH:8]=1)([CH3:20])([CH3:19])[CH3:18]. The yield is 0.830.